Dataset: Full USPTO retrosynthesis dataset with 1.9M reactions from patents (1976-2016). Task: Predict the reactants needed to synthesize the given product. (1) Given the product [CH3:8][C:6]1[CH:5]=[C:4]([NH:9][C:10]2[N:15]=[C:14]([CH:16]([CH3:18])[CH3:17])[CH:13]=[CH:12][N:11]=2)[CH:3]=[C:2]([B:19]2[O:23][C:22]([CH3:25])([CH3:24])[C:21]([CH3:27])([CH3:26])[O:20]2)[CH:7]=1, predict the reactants needed to synthesize it. The reactants are: Br[C:2]1[CH:3]=[C:4]([NH:9][C:10]2[N:15]=[C:14]([CH:16]([CH3:18])[CH3:17])[CH:13]=[CH:12][N:11]=2)[CH:5]=[C:6]([CH3:8])[CH:7]=1.[B:19]1([B:19]2[O:23][C:22]([CH3:25])([CH3:24])[C:21]([CH3:27])([CH3:26])[O:20]2)[O:23][C:22]([CH3:25])([CH3:24])[C:21]([CH3:27])([CH3:26])[O:20]1.C([O-])(=O)C.[K+]. (2) Given the product [Cl:1][C:2]1[CH:7]=[CH:6][C:5]([C:8]2[CH:13]=[N:12][C:11]([C:16]#[C:15][C:17]3[CH:18]=[CH:19][C:20]([O:21][CH2:22][CH2:23][N:24]4[CH2:28][CH2:27][CH2:26][CH2:25]4)=[CH:29][CH:30]=3)=[CH:10][N:9]=2)=[CH:4][CH:3]=1, predict the reactants needed to synthesize it. The reactants are: [Cl:1][C:2]1[CH:7]=[CH:6][C:5]([C:8]2[CH:13]=[N:12][C:11](I)=[CH:10][N:9]=2)=[CH:4][CH:3]=1.[C:15]([C:17]1[CH:30]=[CH:29][C:20]([O:21][CH2:22][CH2:23][N:24]2[CH2:28][CH2:27][CH2:26][CH2:25]2)=[CH:19][CH:18]=1)#[CH:16].C(N(CC)CC)C.